This data is from hERG Central: cardiac toxicity at 1µM, 10µM, and general inhibition. The task is: Predict hERG channel inhibition at various concentrations. (1) The drug is Cc1ccc2nc(N(CCCN(C)C)C(=O)c3ccc(S(=O)(=O)N4CCCCCC4)cc3)sc2c1.Cl. Results: hERG_inhib (hERG inhibition (general)): blocker. (2) The compound is Cc1ccn2c(=O)nc(SCC(=O)N3N=C(c4cccs4)CC3c3ccc(F)cc3)nc2c1. Results: hERG_inhib (hERG inhibition (general)): blocker. (3) The drug is CN(C)S(=O)(=O)c1ccc(C(=O)Nc2ccccc2C(=O)Nc2ccccn2)cc1. Results: hERG_inhib (hERG inhibition (general)): blocker. (4) The compound is OCC1(Cc2ccccc2)CCN(C2CCN(c3ccc(F)c(F)c3)CC2)CC1. Results: hERG_inhib (hERG inhibition (general)): blocker. (5) The compound is OCC1CCN(Cc2cn(Cc3ccccc3)nc2-c2cc3ccccc3o2)CC1. Results: hERG_inhib (hERG inhibition (general)): blocker. (6) The molecule is CCOC(=O)C1CCCN(CCC(=O)Nc2ccc3c(c2)CCC3)C1. Results: hERG_inhib (hERG inhibition (general)): blocker.